Dataset: Full USPTO retrosynthesis dataset with 1.9M reactions from patents (1976-2016). Task: Predict the reactants needed to synthesize the given product. (1) Given the product [NH2:13][C:14]1[N:15]=[C:16]2[C:17]([C:3]([C:2]([F:1])([F:11])[F:12])=[CH:4][C:5](=[O:7])[NH:20]2)=[CH:18][CH:19]=1, predict the reactants needed to synthesize it. The reactants are: [F:1][C:2]([F:12])([F:11])[C:3](=O)[CH2:4][C:5]([O:7]CC)=O.[NH2:13][C:14]1[CH:19]=[CH:18][CH:17]=[C:16]([NH2:20])[N:15]=1. (2) Given the product [CH3:1][O:2][C:3]1[CH:8]=[CH:7][C:6]([C:9]2[N:20]=[N:19][N:18]([C:15]3[CH:16]=[CH:17][C:12]([CH3:11])=[CH:13][CH:14]=3)[C:10]=2[C:28]2[CH:33]=[CH:32][CH:31]=[CH:30][CH:29]=2)=[CH:5][CH:4]=1, predict the reactants needed to synthesize it. The reactants are: [CH3:1][O:2][C:3]1[CH:8]=[CH:7][C:6]([C:9]#[CH:10])=[CH:5][CH:4]=1.[CH3:11][C:12]1[CH:17]=[CH:16][C:15]([N:18]=[N+:19]=[N-:20])=[CH:14][CH:13]=1.IN1CCOCC1.[C:28]1(B(O)O)[CH:33]=[CH:32][CH:31]=[CH:30][CH:29]=1. (3) Given the product [CH2:1]([C:3]1[C:12]2[C:7](=[CH:8][CH:9]=[CH:10][CH:11]=2)[N:6]=[C:5]([OH:13])[C:4]=1[C:14]([OH:16])=[O:15])[CH3:2], predict the reactants needed to synthesize it. The reactants are: [CH2:1]([C:3]1[C:12]2[C:7](=[CH:8][CH:9]=[CH:10][CH:11]=2)[N:6]=[C:5]([OH:13])[C:4]=1[C:14]([O:16]CC1C=CC=CC=1)=[O:15])[CH3:2]. (4) Given the product [F:23][C:24]1[CH:29]=[CH:28][C:27]([C:30]2[C:39]([C:40](=[O:52])[C:41]3[CH:42]=[CH:43][C:44]([O:47][C:48]([F:50])([F:51])[F:49])=[CH:45][CH:46]=3)=[C:38]([CH:53]([CH3:54])[CH3:55])[CH:37]=[C:36]3[C:31]=2[C:32](=[O:58])[CH2:33][C:34]([CH3:56])([CH3:57])[O:35]3)=[CH:26][CH:25]=1, predict the reactants needed to synthesize it. The reactants are: CC(OI1(OC(C)=O)(OC(C)=O)OC(=O)C2C1=CC=CC=2)=O.[F:23][C:24]1[CH:29]=[CH:28][C:27]([C:30]2[C:39]([CH:40]([OH:52])[C:41]3[CH:46]=[CH:45][C:44]([O:47][C:48]([F:51])([F:50])[F:49])=[CH:43][CH:42]=3)=[C:38]([CH:53]([CH3:55])[CH3:54])[CH:37]=[C:36]3[C:31]=2[C:32](=[O:58])[CH2:33][C:34]([CH3:57])([CH3:56])[O:35]3)=[CH:26][CH:25]=1. (5) The reactants are: FC(F)(F)S(O[C:7]1[CH:16]=[CH:15][C:14]2[N:13]([C:17](=[O:19])[CH3:18])[CH:12]([CH:20]3[CH2:22][CH2:21]3)[CH:11]([CH3:23])[CH:10]([NH:24][C:25]3[CH:30]=[CH:29][CH:28]=[CH:27][CH:26]=3)[C:9]=2[N:8]=1)(=O)=O.C(=O)([O-])[O-].[K+].[K+].[CH3:39][NH:40][C:41](=[O:57])[C:42]1[CH:47]=[CH:46][C:45](B2OC(C)(C)C(C)(C)O2)=[CH:44][N:43]=1. Given the product [C:17]([N:13]1[C@@H:12]([CH:20]2[CH2:21][CH2:22]2)[C@H:11]([CH3:23])[C@@H:10]([NH:24][C:25]2[CH:26]=[CH:27][CH:28]=[CH:29][CH:30]=2)[C:9]2[N:8]=[C:7]([C:45]3[CH:46]=[CH:47][C:42]([C:41]([NH:40][CH3:39])=[O:57])=[N:43][CH:44]=3)[CH:16]=[CH:15][C:14]1=2)(=[O:19])[CH3:18], predict the reactants needed to synthesize it. (6) Given the product [C:1]([O:4][C@@H:5]1[C@@H:10]([O:11][C:12](=[O:14])[CH3:13])[C@H:9]([O:15][C:16](=[O:18])[CH3:17])[CH2:8][S:7][C@H:6]1[O:29][C:26]1[CH:27]=[CH:28][C:23]2[N:24]([CH:30]=[C:21]([CH3:20])[N:22]=2)[CH:25]=1)(=[O:3])[CH3:2], predict the reactants needed to synthesize it. The reactants are: [C:1]([O:4][C@@H:5]1[C@@H:10]([O:11][C:12](=[O:14])[CH3:13])[C@H:9]([O:15][C:16](=[O:18])[CH3:17])[CH2:8][S:7][CH:6]1Br)(=[O:3])[CH3:2].[CH3:20][C:21]1[N:22]=[C:23]2[CH:28]=[CH:27][C:26]([OH:29])=[CH:25][N:24]2[CH:30]=1. (7) Given the product [ClH:59].[ClH:59].[CH3:39][O:38][C:36](=[O:37])[C@@H:20]([NH:19][C:18]([C@@H:17]1[CH2:16][C:15]2[CH:14]=[C:13]3[O:41][CH2:42][C@H:43]([C:45]4[CH:50]=[CH:49][C:48]([O:51][CH2:52][CH:53]5[CH2:54][CH2:55][CH2:56][CH2:57][CH2:58]5)=[CH:47][CH:46]=4)[O:44][C:12]3=[CH:11][C:10]=2[CH2:9][NH:8]1)=[O:40])[CH2:21][C:22]1[CH:27]=[CH:26][C:25]([C:28]2[CH:33]=[CH:32][N:31]=[C:30]([CH3:34])[C:29]=2[CH3:35])=[CH:24][CH:23]=1, predict the reactants needed to synthesize it. The reactants are: C(OC([N:8]1[C@H:17]([C:18](=[O:40])[NH:19][C@H:20]([C:36]([O:38][CH3:39])=[O:37])[CH2:21][C:22]2[CH:27]=[CH:26][C:25]([C:28]3[CH:33]=[CH:32][N:31]=[C:30]([CH3:34])[C:29]=3[CH3:35])=[CH:24][CH:23]=2)[CH2:16][C:15]2[CH:14]=[C:13]3[O:41][CH2:42][C@H:43]([C:45]4[CH:50]=[CH:49][C:48]([O:51][CH2:52][CH:53]5[CH2:58][CH2:57][CH2:56][CH2:55][CH2:54]5)=[CH:47][CH:46]=4)[O:44][C:12]3=[CH:11][C:10]=2[CH2:9]1)=O)(C)(C)C.[ClH:59]. (8) Given the product [CH:1]1([CH2:7][N:8]2[C:12]3[C:13]([Br:18])=[C:14]([NH2:17])[CH:15]=[CH:16][C:11]=3[N:10]=[CH:9]2)[CH2:2][CH2:3][CH2:4][CH2:5][CH2:6]1, predict the reactants needed to synthesize it. The reactants are: [CH:1]1([CH2:7][N:8]2[C:12]3[CH:13]=[C:14]([NH2:17])[CH:15]=[CH:16][C:11]=3[N:10]=[CH:9]2)[CH2:6][CH2:5][CH2:4][CH2:3][CH2:2]1.[Br:18]Br.N.CO.C(Cl)(Cl)Cl.